From a dataset of Catalyst prediction with 721,799 reactions and 888 catalyst types from USPTO. Predict which catalyst facilitates the given reaction. (1) The catalyst class is: 1. Product: [C:26]([C:24]1[CH:25]=[C:20]([S:19][CH:16]2[CH2:17][CH2:18][N:13]([S:10]([C:7]3[N:6]([CH3:35])[C:5]([CH2:3][OH:2])=[CH:9][CH:8]=3)(=[O:12])=[O:11])[CH2:14][CH2:15]2)[CH:21]=[C:22]([C:31]([CH3:34])([CH3:33])[CH3:32])[C:23]=1[OH:30])([CH3:29])([CH3:28])[CH3:27]. Reactant: C[O:2][C:3]([C:5]1[N:6]([CH3:35])[C:7]([S:10]([N:13]2[CH2:18][CH2:17][CH:16]([S:19][C:20]3[CH:25]=[C:24]([C:26]([CH3:29])([CH3:28])[CH3:27])[C:23]([OH:30])=[C:22]([C:31]([CH3:34])([CH3:33])[CH3:32])[CH:21]=3)[CH2:15][CH2:14]2)(=[O:12])=[O:11])=[CH:8][CH:9]=1)=O.[H-].[H-].[H-].[H-].[Li+].[Al+3]. (2) Reactant: [NH2:1][C:2]([C:4]1[CH:30]=[CH:29][C:7]([CH2:8][NH:9][C:10]([C:12]2[C:13]([CH3:28])=[N:14][N:15]([C:18]3[CH:23]=[CH:22][C:21]([C:24]([NH2:26])=O)=[C:20]([Cl:27])[CH:19]=3)[C:16]=2[CH3:17])=[O:11])=[CH:6][CH:5]=1)=O.S(Cl)(Cl)=O.C(=O)(O)[O-].[Na+]. Product: [Cl:27][C:20]1[CH:19]=[C:18]([N:15]2[C:16]([CH3:17])=[C:12]([C:10]([NH:9][CH2:8][C:7]3[CH:6]=[CH:5][C:4]([C:2]#[N:1])=[CH:30][CH:29]=3)=[O:11])[C:13]([CH3:28])=[N:14]2)[CH:23]=[CH:22][C:21]=1[C:24]#[N:26]. The catalyst class is: 3. (3) Reactant: [Br:1][C:2]1[C:7]([O:8][C:9]2[CH:10]=[C:11]([CH:14]=[C:15]([Cl:17])[CH:16]=2)[C:12]#[N:13])=[C:6]([F:18])[C:5]([CH2:19][C:20]2[C:28]3[C:23](=[N:24][CH:25]=[CH:26][CH:27]=3)[N:22]([CH2:29]Cl)[N:21]=2)=[CH:4][CH:3]=1.[C:31]([O:35][P:36]([O-:43])([O:38][C:39]([CH3:42])([CH3:41])[CH3:40])=[O:37])([CH3:34])([CH3:33])[CH3:32]. Product: [C:39]([O:38][P:36](=[O:37])([O:35][C:31]([CH3:34])([CH3:33])[CH3:32])[O:43][CH2:29][N:22]1[C:23]2=[N:24][CH:25]=[CH:26][CH:27]=[C:28]2[C:20]([CH2:19][C:5]2[CH:4]=[CH:3][C:2]([Br:1])=[C:7]([O:8][C:9]3[CH:10]=[C:11]([C:12]#[N:13])[CH:14]=[C:15]([Cl:17])[CH:16]=3)[C:6]=2[F:18])=[N:21]1)([CH3:42])([CH3:41])[CH3:40]. The catalyst class is: 23. (4) Reactant: CS(O[CH2:6][CH2:7][N:8]([C:15]([O:17][C:18]([CH3:21])([CH3:20])[CH3:19])=[O:16])[CH2:9][C:10]1[NH:14][N:13]=[CH:12][CH:11]=1)(=O)=O.[H-].[Na+].O. Product: [N:13]1[N:14]2[CH2:6][CH2:7][N:8]([C:15]([O:17][C:18]([CH3:21])([CH3:20])[CH3:19])=[O:16])[CH2:9][C:10]2=[CH:11][CH:12]=1. The catalyst class is: 3.